This data is from Experimentally validated miRNA-target interactions with 360,000+ pairs, plus equal number of negative samples. The task is: Binary Classification. Given a miRNA mature sequence and a target amino acid sequence, predict their likelihood of interaction. (1) The miRNA is mmu-miR-141-3p with sequence UAACACUGUCUGGUAAAGAUGG. The protein sequence of the target gene is MSNPGGRRNGPVKLRLTVLCAKNLVKKDFFRLPDPFAKVVVDGSGQCHSTDTVKNTLDPKWNQHYDLYIGKSDSVTISVWNHKKIHKKQGAGFLGCVRLLSNAINRLKDTGYQRLDLCKLGPNDNDTVRGQIVVSLQSRDRIGTGGQVVDCSRLFDNDLPDGWEERRTASGRIQYLNHITRTTQWERPTRPASEYSSPGRPLSCFVDENTPITGTNGATCGHSSDPRLAERRVRSQRHRNYMSRTHLHTPPDLPEGYEQRTTQQGQVYFLHTQTGVSTWHDPRVPRDLSNINCEELGPLP.... Result: 1 (interaction). (2) The miRNA is hsa-miR-1229-3p with sequence CUCUCACCACUGCCCUCCCACAG. The protein sequence of the target gene is MELPFVTHLFLPLVFLTGLCSPFNLDEHHPRLFPGPPEAEFGYSVLQHVGGGQRWMLVGAPWDGPSGDRRGDVYRCPVGGAHNAPCAKGHLGDYQLGNSSHPAVNMHLGMSLLETDGDGGFMACAPLWSRACGSSVFSSGICARVDASFQPQGSLAPTAQRCPTYMDVVIVLDGSNSIYPWSEVQTFLRRLVGKLFIDPEQIQVGLVQYGESPVHEWSLGDFRTKEEVVRAAKNLSRREGRETKTAQAIMVACTEGFSQSHGGRPEAARLLVVVTDGESHDGEELPAALKACEAGRVTRY.... Result: 0 (no interaction). (3) The miRNA is hsa-miR-708-3p with sequence CAACUAGACUGUGAGCUUCUAG. The protein sequence of the target gene is MAAQAAAAAQAAAAAQAAAAQAAQAEAAESWYLALLGFAEHFRTSSPPKIRLCVHCLQAVFPFKPPQRIEARTHLQLGSVLYHHTKNSEQARSHLEKAWLISQQIPQFEDVKFEAASLLSELYCQENSVDAAKPLLRKAIQISQQTPYWHCRLLFQLAQLHTLEKDLVSACDLLGVGAEYARVVGSEYTRALFLLSKGMLLLMERKLQEVHPLLTLCGQIVENWQGNPIQKESLRVFFLVLQVTHYLDAGQVKSVKPCLKQLQQCIQTISTLHDDEILPSNPADLFHWLPKEHMCVLVYL.... Result: 0 (no interaction). (4) The miRNA is hsa-miR-558 with sequence UGAGCUGCUGUACCAAAAU. The protein sequence of the target gene is MDRFGDISEGEVDHSFFDSDFEDAKKCESNSIFDKQNDDDLKEGINKDTKNVNLKFGVQNDHLKEKIDNNTENVNLKLGLQTTENYLTQKGNERKANFSSKEQHIENDPTQARSSSVLTSSRSKKSCDATKGHKLNLPVPDRIPKIVKGEDDYYTDGEESSDDGKKYVRSKSAKPSSNLKKNVSKKYSSSSLSSSSSRSNSDCSDMGSDRQRRSESHSSGKCVSSVTPSSPKQRCKSGRKSSAQPSSTKQKTGDYHESEGNVPDITPLSTPDVSPAQSLELGQPPDQKVKVKKQENVSRD.... Result: 0 (no interaction). (5) The miRNA is hsa-miR-193b-5p with sequence CGGGGUUUUGAGGGCGAGAUGA. The protein sequence of the target gene is MKRHEMVVAKHSALCSRFAQDLWLEQNIKDSFQKVTLSRYGKYGHKNLQLRKGCKSVDECKGHQGGFNGLNQCLKITTSKIFQCNKYVKVMHKFSNSNRHKIRHTENKHFRCKECDKSLCMLSRLTQHKKIHTRENFYKCEECGKTFNWSTNLSKPKKIHTGEKPYKCEVCGKAFHQSSILTKHKIIRTGEKPYKCAHCGKAFKQSSHLTRHKIIHTEEKPYKCEQCGKVFKQSPTLTKHQIIYTGEEPYKCEECGKAFNLS. Result: 1 (interaction).